Dataset: Full USPTO retrosynthesis dataset with 1.9M reactions from patents (1976-2016). Task: Predict the reactants needed to synthesize the given product. (1) Given the product [CH2:26]([N:8]([S:9]([C:12]1[CH:13]=[CH:14][C:15]([CH3:18])=[CH:16][CH:17]=1)(=[O:11])=[O:10])[C:7]1[CH:19]=[CH:20][C:4]([Cl:3])=[CH:5][C:6]=1[N+:21]([O-:23])=[O:22])[CH:25]=[CH2:24], predict the reactants needed to synthesize it. The reactants are: [H-].[Na+].[Cl:3][C:4]1[CH:20]=[CH:19][C:7]([NH:8][S:9]([C:12]2[CH:17]=[CH:16][C:15]([CH3:18])=[CH:14][CH:13]=2)(=[O:11])=[O:10])=[C:6]([N+:21]([O-:23])=[O:22])[CH:5]=1.[CH2:24](Br)[CH:25]=[CH2:26].O. (2) Given the product [Cl:16][C:18]1[C:23]([CH:24]=[O:1])=[C:22]([Cl:4])[N:21]=[C:20]([CH3:29])[N:19]=1, predict the reactants needed to synthesize it. The reactants are: [OH2:1].P(Cl)(Cl)([Cl:4])=O.CN(C)C1C=CC=CC=1.[Cl-:16].O[C:18]1[C:23]([CH:24]=[N+](C)C)=[C:22](O)[N:21]=[C:20]([CH3:29])[N:19]=1. (3) The reactants are: [OH-].[Na+].[C:3]([O:7][C:8]([N:10]1[CH:15]2[CH2:16][CH2:17][CH2:18][CH:11]1[CH2:12][CH:13]([CH2:19][C:20]([O:22]CC)=[O:21])[CH2:14]2)=[O:9])([CH3:6])([CH3:5])[CH3:4]. Given the product [C:3]([O:7][C:8]([N:10]1[CH:15]2[CH2:16][CH2:17][CH2:18][CH:11]1[CH2:12][CH:13]([CH2:19][C:20]([OH:22])=[O:21])[CH2:14]2)=[O:9])([CH3:6])([CH3:4])[CH3:5], predict the reactants needed to synthesize it. (4) Given the product [O:40]1[C:36]([C:32]2[CH:31]=[C:30]([NH:29][C:10]3[N:9]=[CH:8][C:7]4[C:12](=[CH:13][C:14]([O:15][CH:16]5[CH2:17][CH2:18][N:19]([C:22]([O:24][C:25]([CH3:28])([CH3:27])[CH3:26])=[O:23])[CH2:20][CH2:21]5)=[C:5]([C:4]#[C:3][CH:2]=[O:1])[CH:6]=4)[N:11]=3)[CH:35]=[CH:34][CH:33]=2)=[CH:37][N:38]=[CH:39]1, predict the reactants needed to synthesize it. The reactants are: [OH:1][CH2:2][C:3]#[C:4][C:5]1[CH:6]=[C:7]2[C:12](=[CH:13][C:14]=1[O:15][CH:16]1[CH2:21][CH2:20][N:19]([C:22]([O:24][C:25]([CH3:28])([CH3:27])[CH3:26])=[O:23])[CH2:18][CH2:17]1)[N:11]=[C:10]([NH:29][C:30]1[CH:35]=[CH:34][CH:33]=[C:32]([C:36]3[O:40][CH:39]=[N:38][CH:37]=3)[CH:31]=1)[N:9]=[CH:8]2. (5) Given the product [F:40][C:19]([F:18])([F:39])[C:20]1[CH:34]=[C:33]([C:35]([F:38])([F:37])[F:36])[CH:32]=[CH:31][C:21]=1[CH2:22][N:23]1[CH2:28][CH2:27][CH:26](/[CH:29]=[C:10]2/[C:6]([NH:5][C@H:4]([C:3]([N:2]([CH3:1])[CH3:17])=[O:16])[C@H:12]([CH2:14][CH3:15])[CH3:13])=[N:7][C:8](=[O:11])[S:9]/2)[CH2:25][CH2:24]1, predict the reactants needed to synthesize it. The reactants are: [CH3:1][N:2]([CH3:17])[C:3](=[O:16])[C@H:4]([C@H:12]([CH2:14][CH3:15])[CH3:13])[NH:5][C:6]1[CH2:10][S:9][C:8](=[O:11])[N:7]=1.[F:18][C:19]([F:40])([F:39])[C:20]1[CH:34]=[C:33]([C:35]([F:38])([F:37])[F:36])[CH:32]=[CH:31][C:21]=1[CH2:22][N:23]1[CH2:28][CH2:27][CH:26]([CH:29]=O)[CH2:25][CH2:24]1.C([O-])(=O)C.[NH2+]1CCCCC1. (6) Given the product [CH3:22][O:23][C:24](=[O:36])[CH2:25][C:26]1[CH:31]=[CH:30][CH:29]=[C:28]([O:32][CH2:33][CH2:34][N:13]2[CH2:12][CH2:11][CH:10]([N:2]([C:3]([O:4][C:5]([CH3:8])([CH3:6])[CH3:7])=[O:9])[CH3:1])[CH2:15][CH2:14]2)[CH:27]=1, predict the reactants needed to synthesize it. The reactants are: [CH3:1][N:2]([CH:10]1[CH2:15][CH2:14][NH:13][CH2:12][CH2:11]1)[C:3](=[O:9])[O:4][C:5]([CH3:8])([CH3:7])[CH3:6].C(=O)([O-])[O-].[K+].[K+].[CH3:22][O:23][C:24](=[O:36])[CH2:25][C:26]1[CH:31]=[CH:30][CH:29]=[C:28]([O:32][CH2:33][CH2:34]Br)[CH:27]=1. (7) Given the product [OH:8][C:9]1[CH:14]=[CH:13][C:12]([CH2:15][C:16]([O:18][CH3:19])=[O:17])=[CH:11][C:10]=1[O:20][CH3:21], predict the reactants needed to synthesize it. The reactants are: C([O:8][C:9]1[CH:14]=[CH:13][C:12]([CH2:15][C:16]([O:18][CH3:19])=[O:17])=[CH:11][C:10]=1[O:20][CH3:21])C1C=CC=CC=1.